Predict the reaction yield, written as a fraction of the theoretical maximum amount of product (1.0 means a 100% yield; for example, 0.34 means a 34% yield). From a dataset of Reaction yield outcomes from USPTO patents with 853,638 reactions. (1) The catalyst is CO.[Pd]. The reactants are [C:1]([O:5][C:6](=[O:21])[NH:7][C:8]1[CH:13]=[CH:12][C:11]([C:14]([CH3:17])([CH3:16])[CH3:15])=[C:10]([N+:18]([O-])=O)[CH:9]=1)([CH3:4])([CH3:3])[CH3:2]. The product is [C:1]([O:5][C:6](=[O:21])[NH:7][C:8]1[CH:13]=[CH:12][C:11]([C:14]([CH3:17])([CH3:16])[CH3:15])=[C:10]([NH2:18])[CH:9]=1)([CH3:4])([CH3:2])[CH3:3]. The yield is 0.930. (2) The reactants are [CH2:1]([N:5]1[C:9](=[O:10])[C:8](Cl)=[C:7]([C:12]2[CH:17]=[CH:16][C:15]([Cl:18])=[CH:14][CH:13]=2)[S:6]1(=[O:20])=[O:19])[CH2:2][CH2:3][CH3:4].[F:21][CH:22]([F:31])[O:23][C:24]1[CH:30]=[CH:29][C:27]([NH2:28])=[CH:26][CH:25]=1. The catalyst is CC#N. The product is [CH2:1]([N:5]1[C:9](=[O:10])[C:8]([NH:28][C:27]2[CH:29]=[CH:30][C:24]([O:23][CH:22]([F:21])[F:31])=[CH:25][CH:26]=2)=[C:7]([C:12]2[CH:17]=[CH:16][C:15]([Cl:18])=[CH:14][CH:13]=2)[S:6]1(=[O:20])=[O:19])[CH2:2][CH2:3][CH3:4]. The yield is 0.450. (3) The reactants are [C:1]([O:5][C:6]([NH:8]/[C:9](=[CH:20]\[CH2:21][CH2:22][C@H:23]([O:42][CH2:43][CH2:44][CH3:45])[C@H:24]([C@@H:30]([O:32][CH2:33][C:34]1[CH:39]=[CH:38][C:37]([O:40][CH3:41])=[CH:36][CH:35]=1)[CH3:31])[CH2:25][CH2:26][CH:27]([CH3:29])[CH3:28])/[C:10]([O:12][CH2:13][C:14]1[CH:19]=[CH:18][CH:17]=[CH:16][CH:15]=1)=[O:11])=[O:7])([CH3:4])([CH3:3])[CH3:2]. The catalyst is CO. The product is [C:1]([O:5][C:6]([NH:8][C@@H:9]([CH2:20][CH2:21][CH2:22][C@H:23]([O:42][CH2:43][CH2:44][CH3:45])[C@H:24]([C@@H:30]([O:32][CH2:33][C:34]1[CH:39]=[CH:38][C:37]([O:40][CH3:41])=[CH:36][CH:35]=1)[CH3:31])[CH2:25][CH2:26][CH:27]([CH3:29])[CH3:28])[C:10]([O:12][CH2:13][C:14]1[CH:19]=[CH:18][CH:17]=[CH:16][CH:15]=1)=[O:11])=[O:7])([CH3:2])([CH3:3])[CH3:4]. The yield is 0.730. (4) The reactants are [Cl:1][C:2]1[CH:7]=[CH:6][C:5]([O:8][CH3:9])=[CH:4][C:3]=1[C:10]1[CH:20]=[C:19]([CH3:21])[C:13]2[N:14]=[C:15]([NH2:18])[N:16]=[N:17][C:12]=2[CH:11]=1.Br[C:23]1[CH:28]=[CH:27][C:26]([S:29]([NH:32][CH2:33][CH2:34][N:35]2[CH2:39][CH2:38][CH2:37][CH2:36]2)(=[O:31])=[O:30])=[CH:25][CH:24]=1.C(=O)([O-])[O-].[Cs+].[Cs+].C1(P(C2C=CC=CC=2)C2C3OC4C(=CC=CC=4P(C4C=CC=CC=4)C4C=CC=CC=4)C(C)(C)C=3C=CC=2)C=CC=CC=1. The catalyst is [Pd].[Pd].C(=CC(C=CC1C=CC=CC=1)=O)C1C=CC=CC=1.C(=CC(C=CC1C=CC=CC=1)=O)C1C=CC=CC=1.C(=CC(C=CC1C=CC=CC=1)=O)C1C=CC=CC=1.C(Cl)Cl. The product is [Cl:1][C:2]1[CH:7]=[CH:6][C:5]([O:8][CH3:9])=[CH:4][C:3]=1[C:10]1[CH:20]=[C:19]([CH3:21])[C:13]2[N:14]=[C:15]([NH:18][C:23]3[CH:28]=[CH:27][C:26]([S:29]([NH:32][CH2:33][CH2:34][N:35]4[CH2:36][CH2:37][CH2:38][CH2:39]4)(=[O:31])=[O:30])=[CH:25][CH:24]=3)[N:16]=[N:17][C:12]=2[CH:11]=1. The yield is 0.950. (5) The reactants are [CH3:1][O:2][C:3]1[CH:4]=[C:5]([CH:8]=[C:9]([O:17][CH3:18])[C:10]=1[O:11][CH2:12][CH2:13][CH2:14][CH2:15][CH3:16])[CH:6]=O.[ClH:19].CO.C(O[CH:25](OCC)[CH2:26][NH:27][CH2:28][C:29]1[CH:34]=[CH:33][CH:32]=[C:31]([O:35][CH2:36][CH3:37])[C:30]=1[OH:38])C. The catalyst is CCO. The product is [ClH:19].[CH3:1][O:2][C:3]1[CH:4]=[C:5]([CH:8]=[C:9]([O:17][CH3:18])[C:10]=1[O:11][CH2:12][CH2:13][CH2:14][CH2:15][CH3:16])[CH2:6][C:25]1[C:34]2[C:29](=[C:30]([OH:38])[C:31]([O:35][CH2:36][CH3:37])=[CH:32][CH:33]=2)[CH:28]=[N:27][CH:26]=1. The yield is 0.140. (6) The reactants are [F:1][C:2]([F:42])([F:41])[C:3]1[CH:4]=[C:5]([C:13]([CH3:40])([CH3:39])[C:14]([N:16]([C:18]2[C:19]([C:32]3[CH:37]=[CH:36][CH:35]=[CH:34][C:33]=3[CH3:38])=[CH:20][C:21]([N:25]3[CH2:30][CH2:29][N:28]([CH3:31])[CH2:27][CH2:26]3)=[N+:22]([O-:24])[CH:23]=2)[CH3:17])=[O:15])[CH:6]=[C:7]([C:9]([F:12])([F:11])[F:10])[CH:8]=1.C([O-])(O)=[O:44].[Na+].OS([O-])(=O)=O.OS(O[O-])(=O)=O.OS(O[O-])(=O)=O.[O-]S([O-])(=O)=O.[K+].[K+].[K+].[K+].[K+]. The catalyst is CO.O. The product is [F:42][C:2]([F:1])([F:41])[C:3]1[CH:4]=[C:5]([C:13]([CH3:39])([CH3:40])[C:14]([N:16]([C:18]2[C:19]([C:32]3[CH:37]=[CH:36][CH:35]=[CH:34][C:33]=3[CH3:38])=[CH:20][C:21]([N:25]3[CH2:26][CH2:27][N+:28]([O-:44])([CH3:31])[CH2:29][CH2:30]3)=[N+:22]([O-:24])[CH:23]=2)[CH3:17])=[O:15])[CH:6]=[C:7]([C:9]([F:10])([F:11])[F:12])[CH:8]=1. The yield is 0.574.